Dataset: Full USPTO retrosynthesis dataset with 1.9M reactions from patents (1976-2016). Task: Predict the reactants needed to synthesize the given product. (1) Given the product [CH2:1]([O:5][CH2:6][CH2:7][O:8][C:9]1[CH:10]=[CH:11][C:12]([C:15]2[CH:16]=[CH:17][C:18]3[N:24]([CH2:25][CH:26]([CH3:27])[CH3:28])[CH2:23][CH2:22][C:21]([C:29]([NH:31][C:32]4[CH:33]=[CH:34][C:35]([S:38]([CH2:39][C:40]5[N:44]([CH2:45][CH3:46])[CH:43]=[N:42][CH:41]=5)=[O:56])=[CH:36][CH:37]=4)=[O:30])=[CH:20][C:19]=3[CH:47]=2)=[CH:13][CH:14]=1)[CH2:2][CH2:3][CH3:4], predict the reactants needed to synthesize it. The reactants are: [CH2:1]([O:5][CH2:6][CH2:7][O:8][C:9]1[CH:14]=[CH:13][C:12]([C:15]2[CH:16]=[CH:17][C:18]3[N:24]([CH2:25][CH:26]([CH3:28])[CH3:27])[CH2:23][CH2:22][C:21]([C:29]([NH:31][C:32]4[CH:37]=[CH:36][C:35]([S:38][CH2:39][C:40]5[N:44]([CH2:45][CH3:46])[CH:43]=[N:42][CH:41]=5)=[CH:34][CH:33]=4)=[O:30])=[CH:20][C:19]=3[CH:47]=2)=[CH:11][CH:10]=1)[CH2:2][CH2:3][CH3:4].ClC1C=CC=C(C(OO)=[O:56])C=1.CSC.O. (2) Given the product [CH3:30][C:29]1[C:24]([N:21]2[CH2:22][CH2:23][N:18]([C:16]([C:13]3[CH:14]=[N:15][C:10]([N:4]4[CH2:3][C@H:2]([CH3:1])[CH2:6][S:5]4(=[O:8])=[O:7])=[CH:11][CH:12]=3)=[O:17])[CH2:19][CH2:20]2)=[N:25][CH:26]=[C:27]([CH3:31])[CH:28]=1, predict the reactants needed to synthesize it. The reactants are: [CH3:1][C@@H:2]1[CH2:6][S:5](=[O:8])(=[O:7])[NH:4][CH2:3]1.Br[C:10]1[N:15]=[CH:14][C:13]([C:16]([N:18]2[CH2:23][CH2:22][N:21]([C:24]3[C:29]([CH3:30])=[CH:28][C:27]([CH3:31])=[CH:26][N:25]=3)[CH2:20][CH2:19]2)=[O:17])=[CH:12][CH:11]=1. (3) Given the product [Cl:1][C:2]1[CH:7]=[CH:6][CH:5]=[C:4]([O:8][CH2:9][O:10][CH3:11])[CH:3]=1, predict the reactants needed to synthesize it. The reactants are: [Cl:1][C:2]1[CH:3]=[C:4]([OH:8])[CH:5]=[CH:6][CH:7]=1.[CH3:9][O:10][CH2:11]OC.CO. (4) Given the product [N:1]1([C:7]([N:9]2[CH2:14][CH:13]([C:15]3[CH:20]=[CH:19][C:18]([O:21][C:22]([F:25])([F:23])[F:24])=[CH:17][CH:16]=3)[CH2:12][CH:11]([C:26]3[O:38][C:31]([CH2:32][C:33]([O:35][CH2:36][CH3:37])=[O:34])=[N:29][N:30]=3)[CH2:10]2)=[O:8])[CH2:6][CH2:5][O:4][CH2:3][CH2:2]1, predict the reactants needed to synthesize it. The reactants are: [N:1]1([C:7]([N:9]2[CH2:14][CH:13]([C:15]3[CH:20]=[CH:19][C:18]([O:21][C:22]([F:25])([F:24])[F:23])=[CH:17][CH:16]=3)[CH2:12][CH:11]([C:26](O)=O)[CH2:10]2)=[O:8])[CH2:6][CH2:5][O:4][CH2:3][CH2:2]1.[NH:29]([C:31](=[O:38])[CH2:32][C:33]([O:35][CH2:36][CH3:37])=[O:34])[NH2:30]. (5) Given the product [Br:1][C:2]1[C:3]([O:16][C:13]2[CH:14]=[CH:15][C:10]([NH2:9])=[CH:11][CH:12]=2)=[N:4][CH:5]=[CH:6][CH:7]=1, predict the reactants needed to synthesize it. The reactants are: [Br:1][C:2]1[C:3](Cl)=[N:4][CH:5]=[CH:6][CH:7]=1.[NH2:9][C:10]1[CH:15]=[CH:14][C:13]([OH:16])=[CH:12][CH:11]=1.C(=O)([O-])[O-].[Cs+].[Cs+]. (6) Given the product [CH3:34][O:35][C:36]([C:38]1[N:39]([CH:2]2[C:11]3[C:6](=[CH:7][CH:8]=[CH:9][CH:10]=3)[C:5](=[O:12])[NH:4][C:3]2([CH3:14])[CH3:13])[CH:40]=[N:41][CH:42]=1)=[O:37], predict the reactants needed to synthesize it. The reactants are: O[CH:2]1[C:11]2[C:6](=[CH:7][CH:8]=[CH:9][CH:10]=2)[C:5](=[O:12])[NH:4][C:3]1([CH3:14])[CH3:13].C1(P(C2C=CC=CC=2)C2C=CC=CC=2)C=CC=CC=1.[CH3:34][O:35][C:36]([C:38]1[N:39]=[CH:40][NH:41][CH:42]=1)=[O:37].N(C(OC(C)(C)C)=O)=NC(OC(C)(C)C)=O.Cl.O1CCOCC1. (7) Given the product [CH3:1][O:15][C:10]1[C:9]([CH3:16])=[C:8]([CH:13]=[CH:12][CH:11]=1)[NH2:7], predict the reactants needed to synthesize it. The reactants are: [CH3:1]C(C)([O-])C.[K+].[NH2:7][C:8]1[CH2:13][CH2:12][CH:11](I)[C:10](=[O:15])[C:9]=1[CH3:16].S(OC)(OC)(=O)=O. (8) Given the product [NH2:1][C:2]1[C:7]([C:8]2[O:9][C:10]([CH2:13][CH3:14])=[CH:11][N:12]=2)=[CH:6][N:5]=[C:4]([N:15]2[CH2:20][CH2:19][CH:18]([C:21]([OH:23])=[O:22])[CH2:17][CH2:16]2)[C:3]=1[Cl:25], predict the reactants needed to synthesize it. The reactants are: [NH2:1][C:2]1[C:7]([C:8]2[O:9][C:10]([CH2:13][CH3:14])=[CH:11][N:12]=2)=[CH:6][N:5]=[C:4]([N:15]2[CH2:20][CH2:19][CH:18]([C:21]([O:23]C)=[O:22])[CH2:17][CH2:16]2)[C:3]=1[Cl:25].[OH-].[Li+].Cl. (9) Given the product [C:1]1([CH:7]([C:29]2[CH:34]=[CH:33][CH:32]=[CH:31][CH:30]=2)[N:8]2[C:16]3[C:11](=[CH:12][CH:13]=[CH:14][CH:15]=3)[CH:10]([C:17]3[C:25]4[C:21](=[N:22][O:23][N:24]=4)[CH:20]=[CH:19][C:18]=3[OH:26])[C:9]2=[O:28])[CH:2]=[CH:3][CH:4]=[CH:5][CH:6]=1, predict the reactants needed to synthesize it. The reactants are: [C:1]1([CH:7]([C:29]2[CH:34]=[CH:33][CH:32]=[CH:31][CH:30]=2)[N:8]2[C:16]3[C:11](=[CH:12][CH:13]=[CH:14][CH:15]=3)[C:10](O)([C:17]3[C:25]4[C:21](=[N:22][O:23][N:24]=4)[CH:20]=[CH:19][C:18]=3[OH:26])[C:9]2=[O:28])[CH:6]=[CH:5][CH:4]=[CH:3][CH:2]=1.FC(F)(F)C(O)=O.